From a dataset of Reaction yield outcomes from USPTO patents with 853,638 reactions. Predict the reaction yield, written as a fraction of the theoretical maximum amount of product (1.0 means a 100% yield; for example, 0.34 means a 34% yield). (1) The reactants are Br[CH2:2][CH2:3][C:4]1[C:9]([F:10])=[C:8]([F:11])[CH:7]=[CH:6][C:5]=1[CH2:12]Br.[Br:14][C:15]1[CH:23]=[C:22]2[C:18]([CH2:19][CH2:20][C:21]2=[O:24])=[CH:17][CH:16]=1.[H-].[Na+]. The catalyst is C1COCC1. The product is [Br:14][C:15]1[CH:23]=[C:22]2[C:18]([CH2:19][C:20]3([C:21]2=[O:24])[CH2:2][CH2:3][C:4]2[C:5](=[CH:6][CH:7]=[C:8]([F:11])[C:9]=2[F:10])[CH2:12]3)=[CH:17][CH:16]=1. The yield is 0.460. (2) The reactants are Br[C:2]1[CH:3]=[C:4]([C:8]2([C:19]3[CH:24]=[C:23]([O:25][CH3:26])[C:22]([F:27])=[C:21]([F:28])[CH:20]=3)[C:16]3[C:11](=[C:12]([F:17])[CH:13]=[CH:14][CH:15]=3)[C:10]([NH2:18])=[N:9]2)[CH:5]=[CH:6][CH:7]=1.[N:29]1[CH:34]=[C:33](B(O)O)[CH:32]=[N:31][CH:30]=1. No catalyst specified. The product is [F:28][C:21]1[CH:20]=[C:19]([C:8]2([C:4]3[CH:5]=[CH:6][CH:7]=[C:2]([C:33]4[CH:34]=[N:29][CH:30]=[N:31][CH:32]=4)[CH:3]=3)[C:16]3[C:11](=[C:12]([F:17])[CH:13]=[CH:14][CH:15]=3)[C:10]([NH2:18])=[N:9]2)[CH:24]=[C:23]([O:25][CH3:26])[C:22]=1[F:27]. The yield is 0.140.